This data is from Peptide-MHC class II binding affinity with 134,281 pairs from IEDB. The task is: Regression. Given a peptide amino acid sequence and an MHC pseudo amino acid sequence, predict their binding affinity value. This is MHC class II binding data. (1) The peptide sequence is TYRENLRTALRYYN. The MHC is DRB3_0202 with pseudo-sequence DRB3_0202. The binding affinity (normalized) is 0.543. (2) The peptide sequence is YALAASALVEAAA. The MHC is HLA-DQA10301-DQB10302 with pseudo-sequence HLA-DQA10301-DQB10302. The binding affinity (normalized) is 0.554. (3) The binding affinity (normalized) is 0.657. The MHC is DRB1_0101 with pseudo-sequence DRB1_0101. The peptide sequence is GPPVEASAAALAGDA. (4) The peptide sequence is QEDWKSDPSQGGGIK. The MHC is DRB1_1101 with pseudo-sequence DRB1_1101. The binding affinity (normalized) is 0. (5) The peptide sequence is AETCPIFYDVFFAVA. The MHC is DRB1_0405 with pseudo-sequence DRB1_0405. The binding affinity (normalized) is 0.416. (6) The peptide sequence is LSRNSTHEMYYVSGA. The MHC is HLA-DQA10201-DQB10301 with pseudo-sequence HLA-DQA10201-DQB10301. The binding affinity (normalized) is 0.357. (7) The peptide sequence is GAMLVGQVTLLDLLK. The MHC is DRB1_0404 with pseudo-sequence DRB1_0404. The binding affinity (normalized) is 0.692. (8) The MHC is DRB3_0101 with pseudo-sequence DRB3_0101. The binding affinity (normalized) is 0.168. The peptide sequence is GGKAYMDVISRRDQR. (9) The peptide sequence is AVAEAAVASAPQTTP. The MHC is HLA-DPA10103-DPB10401 with pseudo-sequence HLA-DPA10103-DPB10401. The binding affinity (normalized) is 0.190.